Dataset: Forward reaction prediction with 1.9M reactions from USPTO patents (1976-2016). Task: Predict the product of the given reaction. (1) Given the reactants [CH3:1][C:2]1[CH:11]=[CH:10][CH:9]=[C:8]2[C:3]=1[CH2:4][CH2:5][O:6][CH:7]2[C:12]([OH:14])=[O:13].[CH3:15][Si](Cl)(C)C, predict the reaction product. The product is: [CH3:1][C:2]1[CH:11]=[CH:10][CH:9]=[C:8]2[C:3]=1[CH2:4][CH2:5][O:6][CH:7]2[C:12]([O:14][CH3:15])=[O:13]. (2) Given the reactants [Cl:1][C:2]1[N:10]=[C:9]2[C:5]([N:6]=[CH:7][NH:8]2)=[C:4]([NH:11][C:12]2[CH:13]=[C:14]3[C:18](=[CH:19][CH:20]=2)[CH2:17][CH2:16][CH2:15]3)[N:3]=1.[H-].[Na+].[CH:23]1(Br)[CH2:27][CH2:26][CH2:25][CH2:24]1.O, predict the reaction product. The product is: [Cl:1][C:2]1[N:10]=[C:9]2[C:5]([N:6]=[CH:7][N:8]2[CH:23]2[CH2:27][CH2:26][CH2:25][CH2:24]2)=[C:4]([NH:11][C:12]2[CH:13]=[C:14]3[C:18](=[CH:19][CH:20]=2)[CH2:17][CH2:16][CH2:15]3)[N:3]=1. (3) Given the reactants [Cl:1][C:2]1[CH:7]=[CH:6][C:5]([C:8]2[CH:13]=[CH:12][C:11]([C:14]([F:17])([F:16])[F:15])=[C:10]([CH:18]3[C:20]4([C:24](=[O:25])[C:23]([CH3:27])([CH3:26])[O:22][C:21]4([CH3:29])[CH3:28])[O:19]3)[CH:9]=2)=[CH:4][CH:3]=1.S(=O)(=O)(O)O, predict the reaction product. The product is: [Cl:1][C:2]1[CH:3]=[CH:4][C:5]([C:8]2[CH:13]=[CH:12][C:11]([C:14]([F:16])([F:17])[F:15])=[C:10]([CH:18]3[C:20](=[O:19])[C:21]([CH3:28])([CH3:29])[O:22][C:23]([CH3:27])([CH3:26])[C:24]3=[O:25])[CH:9]=2)=[CH:6][CH:7]=1. (4) Given the reactants [CH2:1]([O:3][C:4](=[O:20])[C:5]([N:7]1[CH2:11][CH2:10][CH:9]([NH:12]C(OC(C)(C)C)=O)[CH2:8]1)=[O:6])[CH3:2].[C:21]([OH:27])([C:23]([F:26])([F:25])[F:24])=[O:22], predict the reaction product. The product is: [F:24][C:23]([F:26])([F:25])[C:21]([OH:27])=[O:22].[CH2:1]([O:3][C:4](=[O:20])[C:5]([N:7]1[CH2:11][CH2:10][CH:9]([NH2:12])[CH2:8]1)=[O:6])[CH3:2]. (5) Given the reactants [CH3:1][O:2][C:3]([CH:5]1[CH2:9][C:8](=[O:10])[N:7]([C:11]2[CH:16]=[CH:15][C:14]([OH:17])=[CH:13][CH:12]=2)[CH2:6]1)=[O:4].[Cl:18][C:19]1[CH:20]=[C:21]([CH:24]=[CH:25][CH:26]=1)[CH2:22]O, predict the reaction product. The product is: [CH3:1][O:2][C:3]([CH:5]1[CH2:9][C:8](=[O:10])[N:7]([C:11]2[CH:12]=[CH:13][C:14]([O:17][CH2:22][C:21]3[CH:24]=[CH:25][CH:26]=[C:19]([Cl:18])[CH:20]=3)=[CH:15][CH:16]=2)[CH2:6]1)=[O:4].